This data is from Forward reaction prediction with 1.9M reactions from USPTO patents (1976-2016). The task is: Predict the product of the given reaction. (1) The product is: [CH3:9][C:7]1[N:8]=[C:4]([N:1]2[CH:34]=[C:33]([CH2:32][CH2:31][CH2:30][C:24]3[CH:29]=[CH:28][CH:27]=[CH:26][CH:25]=3)[N:3]=[N:2]2)[S:5][C:6]=1[C:10]([O:12][CH2:13][CH3:14])=[O:11]. Given the reactants [N:1]([C:4]1[S:5][C:6]([C:10]([O:12][CH2:13][CH3:14])=[O:11])=[C:7]([CH3:9])[N:8]=1)=[N+:2]=[N-:3].C(N(CC)C(C)C)(C)C.[C:24]1([CH2:30][CH2:31][CH2:32][C:33]#[CH:34])[CH:29]=[CH:28][CH:27]=[CH:26][CH:25]=1, predict the reaction product. (2) Given the reactants [CH3:1][C@H:2]1[NH:7][C@@H:6]([CH3:8])[CH2:5][N:4]([C:9]2[CH:10]=[CH:11][C:12]([O:16][CH3:17])=[C:13]([CH:15]=2)[NH2:14])[CH2:3]1.CN1CCOCC1.[Br:25][C:26]1[S:30][C:29]([S:31](Cl)(=[O:33])=[O:32])=[CH:28][CH:27]=1, predict the reaction product. The product is: [Br:25][C:26]1[S:30][C:29]([S:31]([NH:14][C:13]2[CH:15]=[C:9]([N:4]3[CH2:3][C@H:2]([CH3:1])[NH:7][C@H:6]([CH3:8])[CH2:5]3)[CH:10]=[CH:11][C:12]=2[O:16][CH3:17])(=[O:33])=[O:32])=[CH:28][CH:27]=1.